From a dataset of Peptide-MHC class II binding affinity with 134,281 pairs from IEDB. Regression. Given a peptide amino acid sequence and an MHC pseudo amino acid sequence, predict their binding affinity value. This is MHC class II binding data. The peptide sequence is NQFVAVTSTNAAK. The MHC is DRB1_0101 with pseudo-sequence DRB1_0101. The binding affinity (normalized) is 0.578.